From a dataset of Full USPTO retrosynthesis dataset with 1.9M reactions from patents (1976-2016). Predict the reactants needed to synthesize the given product. Given the product [CH3:1][N:2]1[CH2:6][C@@H:5]2[CH2:7][N:8]([C:10]([C:12]3[NH:16][C:15]4[CH:17]=[CH:18][C:19]([C:21]([OH:23])=[O:22])=[CH:20][C:14]=4[N:13]=3)=[O:11])[CH2:9][C@@H:4]2[CH2:3]1, predict the reactants needed to synthesize it. The reactants are: [CH3:1][N:2]1[CH2:6][C@@H:5]2[CH2:7][N:8]([C:10]([C:12]3[NH:16][C:15]4[CH:17]=[CH:18][C:19]([C:21]([O:23]C)=[O:22])=[CH:20][C:14]=4[N:13]=3)=[O:11])[CH2:9][C@@H:4]2[CH2:3]1.[OH-].[Na+].Cl.